From a dataset of Forward reaction prediction with 1.9M reactions from USPTO patents (1976-2016). Predict the product of the given reaction. (1) Given the reactants [OH-].[Na+].[CH3:3][O:4][CH2:5][CH2:6][O:7][CH2:8][CH2:9][O:10][CH2:11][CH2:12][OH:13].[C:14]1([CH3:24])[CH:19]=[CH:18][C:17]([S:20](Cl)(=[O:22])=[O:21])=[CH:16][CH:15]=1.C(Cl)Cl, predict the reaction product. The product is: [CH3:24][C:14]1[CH:19]=[CH:18][C:17]([S:20]([O:13][CH2:12][CH2:11][O:10][CH2:9][CH2:8][O:7][CH2:6][CH2:5][O:4][CH3:3])(=[O:22])=[O:21])=[CH:16][CH:15]=1. (2) Given the reactants COC(=O)N[C@@H](C(C)C)C(N1[C@H](C2NC(C3C=CC(C4C=CC5C(=CC=C(C6NC([C@@H]7CCCN7[C:48](=[O:61])[C@H:49]([NH:56][C:57]([O:59][CH3:60])=[O:58])[C:50]7[CH:55]=[CH:54][CH:53]=[CH:52][CH:51]=7)=NC=6)C=5)C=4)=CC=3)=CN=2)CC2(OCCO2)C1)=O.Cl.Cl.Cl.[F:69][C:70]1([F:121])[C:82]2[CH:81]=[C:80]([C:83]3[CH:84]=[CH:85][C:86]4[N:90]=[C:89]([C@@H:91]5[C@H:96]6[CH2:97][C@@H:93]([CH2:94][CH2:95]6)[N:92]5[C:98](=[O:109])[C@@H:99]([NH:104][C:105](=[O:108])[O:106][CH3:107])[C@H:100]([O:102][CH3:103])[CH3:101])[NH:88][C:87]=4[CH:110]=3)[CH:79]=[CH:78][C:77]=2[C:76]2[C:71]1=[CH:72][C:73]([C:111]1[NH:115][C:114]([C@@H:116]3[CH2:120][CH2:119][CH2:118][NH:117]3)=[N:113][CH:112]=1)=[CH:74][CH:75]=2, predict the reaction product. The product is: [CH3:107][O:106][C:105](=[O:108])[NH:104][C@@H:99]([C@H:100]([O:102][CH3:103])[CH3:101])[C:98]([N:92]1[C@H:91]([C:89]2[NH:88][C:87]3[CH:110]=[C:83]([C:80]4[CH:79]=[CH:78][C:77]5[C:76]6[C:71](=[CH:72][C:73]([C:111]7[NH:115][C:114]([C@@H:116]8[CH2:120][CH2:119][CH2:118][N:117]8[C:48](=[O:61])[C@H:49]([NH:56][C:57]([O:59][CH3:60])=[O:58])[C:50]8[CH:55]=[CH:54][CH:53]=[CH:52][CH:51]=8)=[N:113][CH:112]=7)=[CH:74][CH:75]=6)[C:70]([F:69])([F:121])[C:82]=5[CH:81]=4)[CH:84]=[CH:85][C:86]=3[N:90]=2)[C@H:96]2[CH2:97][C@H:93]1[CH2:94][CH2:95]2)=[O:109].